From a dataset of Peptide-MHC class II binding affinity with 134,281 pairs from IEDB. Regression. Given a peptide amino acid sequence and an MHC pseudo amino acid sequence, predict their binding affinity value. This is MHC class II binding data. (1) The peptide sequence is VTDLFAAQPGLTSAV. The MHC is H-2-IAb with pseudo-sequence H-2-IAb. The binding affinity (normalized) is 0.656. (2) The peptide sequence is FHPPHIEIQMLKNG. The MHC is H-2-IAd with pseudo-sequence H-2-IAd. The binding affinity (normalized) is 0. (3) The peptide sequence is NKKYFAATQFEPLAA. The MHC is DRB1_1001 with pseudo-sequence DRB1_1001. The binding affinity (normalized) is 0.662. (4) The peptide sequence is FNILTGKKITAHLKR. The MHC is HLA-DQA10501-DQB10302 with pseudo-sequence HLA-DQA10501-DQB10302. The binding affinity (normalized) is 0.247. (5) The peptide sequence is AGAEPAGKATTEEQK. The MHC is DRB1_1201 with pseudo-sequence DRB1_1201. The binding affinity (normalized) is 0. (6) The peptide sequence is PFTVRYTTEGGTKTE. The MHC is DRB1_0405 with pseudo-sequence DRB1_0405. The binding affinity (normalized) is 0.0933. (7) The peptide sequence is AQGKAFYEAVAKAHQ. The MHC is HLA-DPA10201-DPB10101 with pseudo-sequence HLA-DPA10201-DPB10101. The binding affinity (normalized) is 0.662. (8) The peptide sequence is VLEWRFDSRLAFHHV. The MHC is DRB5_0101 with pseudo-sequence DRB5_0101. The binding affinity (normalized) is 0.592.